From a dataset of NCI-60 drug combinations with 297,098 pairs across 59 cell lines. Regression. Given two drug SMILES strings and cell line genomic features, predict the synergy score measuring deviation from expected non-interaction effect. (1) Drug 1: CS(=O)(=O)C1=CC(=C(C=C1)C(=O)NC2=CC(=C(C=C2)Cl)C3=CC=CC=N3)Cl. Drug 2: CC1=C(C=C(C=C1)NC2=NC=CC(=N2)N(C)C3=CC4=NN(C(=C4C=C3)C)C)S(=O)(=O)N.Cl. Cell line: CCRF-CEM. Synergy scores: CSS=14.4, Synergy_ZIP=5.41, Synergy_Bliss=10.2, Synergy_Loewe=7.55, Synergy_HSA=8.54. (2) Drug 1: C1CCC(C1)C(CC#N)N2C=C(C=N2)C3=C4C=CNC4=NC=N3. Drug 2: CCCCC(=O)OCC(=O)C1(CC(C2=C(C1)C(=C3C(=C2O)C(=O)C4=C(C3=O)C=CC=C4OC)O)OC5CC(C(C(O5)C)O)NC(=O)C(F)(F)F)O. Cell line: EKVX. Synergy scores: CSS=2.64, Synergy_ZIP=-2.43, Synergy_Bliss=-3.43, Synergy_Loewe=-0.158, Synergy_HSA=-1.47. (3) Drug 1: CCC1=CC2CC(C3=C(CN(C2)C1)C4=CC=CC=C4N3)(C5=C(C=C6C(=C5)C78CCN9C7C(C=CC9)(C(C(C8N6C)(C(=O)OC)O)OC(=O)C)CC)OC)C(=O)OC.C(C(C(=O)O)O)(C(=O)O)O. Drug 2: CC1=C2C(C(=O)C3(C(CC4C(C3C(C(C2(C)C)(CC1OC(=O)C(C(C5=CC=CC=C5)NC(=O)OC(C)(C)C)O)O)OC(=O)C6=CC=CC=C6)(CO4)OC(=O)C)O)C)O. Cell line: HCC-2998. Synergy scores: CSS=61.9, Synergy_ZIP=-2.36, Synergy_Bliss=-3.42, Synergy_Loewe=-4.56, Synergy_HSA=-0.655. (4) Drug 1: CS(=O)(=O)CCNCC1=CC=C(O1)C2=CC3=C(C=C2)N=CN=C3NC4=CC(=C(C=C4)OCC5=CC(=CC=C5)F)Cl. Drug 2: CN1C2=C(C=C(C=C2)N(CCCl)CCCl)N=C1CCCC(=O)O.Cl. Cell line: ACHN. Synergy scores: CSS=23.4, Synergy_ZIP=-3.69, Synergy_Bliss=5.50, Synergy_Loewe=-10.3, Synergy_HSA=2.46. (5) Drug 1: CCCS(=O)(=O)NC1=C(C(=C(C=C1)F)C(=O)C2=CNC3=C2C=C(C=N3)C4=CC=C(C=C4)Cl)F. Drug 2: C1=CC=C(C=C1)NC(=O)CCCCCCC(=O)NO. Cell line: HS 578T. Synergy scores: CSS=10.5, Synergy_ZIP=1.60, Synergy_Bliss=2.88, Synergy_Loewe=-11.9, Synergy_HSA=-3.18. (6) Synergy scores: CSS=14.0, Synergy_ZIP=-13.2, Synergy_Bliss=-28.1, Synergy_Loewe=-33.6, Synergy_HSA=-28.0. Cell line: OVCAR3. Drug 2: B(C(CC(C)C)NC(=O)C(CC1=CC=CC=C1)NC(=O)C2=NC=CN=C2)(O)O. Drug 1: C1C(C(OC1N2C=NC3=C(N=C(N=C32)Cl)N)CO)O. (7) Drug 1: CC1=C2C(C(=O)C3(C(CC4C(C3C(C(C2(C)C)(CC1OC(=O)C(C(C5=CC=CC=C5)NC(=O)OC(C)(C)C)O)O)OC(=O)C6=CC=CC=C6)(CO4)OC(=O)C)OC)C)OC. Drug 2: C1=NC2=C(N1)C(=S)N=C(N2)N. Cell line: CAKI-1. Synergy scores: CSS=57.0, Synergy_ZIP=-7.11, Synergy_Bliss=-9.67, Synergy_Loewe=-3.46, Synergy_HSA=-1.40. (8) Drug 1: CS(=O)(=O)C1=CC(=C(C=C1)C(=O)NC2=CC(=C(C=C2)Cl)C3=CC=CC=N3)Cl. Drug 2: CC=C1C(=O)NC(C(=O)OC2CC(=O)NC(C(=O)NC(CSSCCC=C2)C(=O)N1)C(C)C)C(C)C. Cell line: NCI-H226. Synergy scores: CSS=56.3, Synergy_ZIP=-0.623, Synergy_Bliss=-0.265, Synergy_Loewe=-67.9, Synergy_HSA=0.655. (9) Drug 1: C1CCC(C1)C(CC#N)N2C=C(C=N2)C3=C4C=CNC4=NC=N3. Drug 2: CS(=O)(=O)OCCCCOS(=O)(=O)C. Cell line: HCT116. Synergy scores: CSS=19.4, Synergy_ZIP=-3.75, Synergy_Bliss=-2.22, Synergy_Loewe=-4.79, Synergy_HSA=-4.01. (10) Drug 1: CCC1=CC2CC(C3=C(CN(C2)C1)C4=CC=CC=C4N3)(C5=C(C=C6C(=C5)C78CCN9C7C(C=CC9)(C(C(C8N6C)(C(=O)OC)O)OC(=O)C)CC)OC)C(=O)OC.C(C(C(=O)O)O)(C(=O)O)O. Drug 2: CC(C1=C(C=CC(=C1Cl)F)Cl)OC2=C(N=CC(=C2)C3=CN(N=C3)C4CCNCC4)N. Cell line: HOP-62. Synergy scores: CSS=23.3, Synergy_ZIP=2.15, Synergy_Bliss=1.79, Synergy_Loewe=-16.4, Synergy_HSA=0.664.